Dataset: Reaction yield outcomes from USPTO patents with 853,638 reactions. Task: Predict the reaction yield, written as a fraction of the theoretical maximum amount of product (1.0 means a 100% yield; for example, 0.34 means a 34% yield). (1) The yield is 0.271. The catalyst is C(O)CC. The reactants are [CH2:1]([O:19][C@H:20]1[C@H:24]([O:25][CH2:26][CH2:27][CH2:28][CH2:29][CH2:30][CH2:31][CH2:32][CH2:33]/[CH:34]=[CH:35]\[CH2:36]/[CH:37]=[CH:38]\[CH2:39][CH2:40][CH2:41][CH2:42][CH3:43])[CH2:23][NH:22][CH2:21]1)[CH2:2][CH2:3][CH2:4][CH2:5][CH2:6][CH2:7][CH2:8]/[CH:9]=[CH:10]\[CH2:11]/[CH:12]=[CH:13]\[CH2:14][CH2:15][CH2:16][CH2:17][CH3:18].[CH2:44]1[O:46][CH:45]1[CH2:47][OH:48]. The product is [CH2:1]([O:19][C@H:20]1[C@H:24]([O:25][CH2:26][CH2:27][CH2:28][CH2:29][CH2:30][CH2:31][CH2:32][CH2:33]/[CH:34]=[CH:35]\[CH2:36]/[CH:37]=[CH:38]\[CH2:39][CH2:40][CH2:41][CH2:42][CH3:43])[CH2:23][N:22]([CH2:44][CH:45]([OH:46])[CH2:47][OH:48])[CH2:21]1)[CH2:2][CH2:3][CH2:4][CH2:5][CH2:6][CH2:7][CH2:8]/[CH:9]=[CH:10]\[CH2:11]/[CH:12]=[CH:13]\[CH2:14][CH2:15][CH2:16][CH2:17][CH3:18]. (2) The reactants are [CH2:1]1O[C:4]([N:8]2[CH2:14][CH:13]3[CH2:15][CH:10]([CH2:11][C:12]3=[O:16])[CH2:9]2)([O:5]CC)[O:3][CH2:2]1. The catalyst is S(=O)(=O)(O)O. The product is [O:16]=[C:12]1[CH2:11][CH:10]2[CH2:15][CH:13]1[CH2:14][N:8]([C:4]([O:3][CH2:2][CH3:1])=[O:5])[CH2:9]2. The yield is 0.640. (3) The reactants are [C:1]([O:5][C:6](=[O:32])[NH:7][CH:8]1[CH2:13][CH2:12][N:11]([C:14]2[N:15]([CH3:31])[C:16](=[O:30])[C:17](Cl)=[C:18]([C:20]3[CH:25]=[CH:24][C:23]([C:26]#[N:27])=[C:22]([F:28])[CH:21]=3)[N:19]=2)[CH2:10][CH2:9]1)([CH3:4])([CH3:3])[CH3:2].[CH3:33][N:34](C=O)C. The catalyst is [C-]#N.[C-]#N.[Zn+2].C1C=CC([P]([Pd]([P](C2C=CC=CC=2)(C2C=CC=CC=2)C2C=CC=CC=2)([P](C2C=CC=CC=2)(C2C=CC=CC=2)C2C=CC=CC=2)[P](C2C=CC=CC=2)(C2C=CC=CC=2)C2C=CC=CC=2)(C2C=CC=CC=2)C2C=CC=CC=2)=CC=1. The product is [C:1]([O:5][C:6](=[O:32])[NH:7][CH:8]1[CH2:13][CH2:12][N:11]([C:14]2[N:15]([CH3:31])[C:16](=[O:30])[C:17]([C:33]#[N:34])=[C:18]([C:20]3[CH:25]=[CH:24][C:23]([C:26]#[N:27])=[C:22]([F:28])[CH:21]=3)[N:19]=2)[CH2:10][CH2:9]1)([CH3:4])([CH3:3])[CH3:2]. The yield is 0.330. (4) The reactants are [Cl:1][C:2]1[CH:7]=[C:6]([Cl:8])[CH:5]=[CH:4][C:3]=1[C:9]1[N:10]=[C:11](/[CH:14]=[CH:15]/[C:16]2[CH:21]=[CH:20][C:19]([O:22][CH3:23])=[CH:18][CH:17]=2)[NH:12][CH:13]=1.Br[CH2:25][C:26]([O:28]C)=[O:27]. No catalyst specified. The product is [Cl:1][C:2]1[CH:7]=[C:6]([Cl:8])[CH:5]=[CH:4][C:3]=1[C:9]1[N:10]=[C:11](/[CH:14]=[CH:15]/[C:16]2[CH:17]=[CH:18][C:19]([O:22][CH3:23])=[CH:20][CH:21]=2)[N:12]([CH2:25][C:26]([OH:28])=[O:27])[CH:13]=1. The yield is 0.560. (5) The reactants are C([O:3][C:4]([C:6]1[CH:7]=[C:8]2[C:13](=[CH:14][CH:15]=1)[NH:12][CH:11]([C:16]1[CH:21]=[CH:20][CH:19]=[C:18]([NH:22][C:23]([C:26]([O:28]C)=[O:27])([CH3:25])[CH3:24])[CH:17]=1)[C:10]([CH3:31])([CH3:30])[CH2:9]2)=[O:5])C.Cl. The catalyst is CO.O1CCCC1.[OH-].[Na+].O. The product is [C:26]([C:23]([NH:22][C:18]1[CH:17]=[C:16]([CH:11]2[C:10]([CH3:30])([CH3:31])[CH2:9][C:8]3[C:13](=[CH:14][CH:15]=[C:6]([C:4]([OH:5])=[O:3])[CH:7]=3)[NH:12]2)[CH:21]=[CH:20][CH:19]=1)([CH3:25])[CH3:24])([OH:28])=[O:27]. The yield is 0.0400. (6) The reactants are [N:1]1[CH:6]=[CH:5][CH:4]=[C:3]([C:7]2[CH:12]=[CH:11][N:10]3[C:13]([C:16]4[CH:25]=[CH:24][C:23]5[C:18](=[C:19]([N:26]6[CH2:31][CH2:30][CH:29]([NH:32]C(=O)OC(C)(C)C)[CH2:28][CH2:27]6)[CH:20]=[CH:21][CH:22]=5)[N:17]=4)=[CH:14][N:15]=[C:9]3[CH:8]=2)[CH:2]=1.C(Cl)Cl.FC(F)(F)C(O)=O.CO.C(Cl)(Cl)Cl. The catalyst is C(Cl)(Cl)Cl.CO. The product is [N:1]1[CH:6]=[CH:5][CH:4]=[C:3]([C:7]2[CH:12]=[CH:11][N:10]3[C:13]([C:16]4[CH:25]=[CH:24][C:23]5[C:18](=[C:19]([N:26]6[CH2:27][CH2:28][CH:29]([NH2:32])[CH2:30][CH2:31]6)[CH:20]=[CH:21][CH:22]=5)[N:17]=4)=[CH:14][N:15]=[C:9]3[CH:8]=2)[CH:2]=1. The yield is 0.720. (7) The yield is 0.760. The product is [C:1]([O:5][C:6]([N:8]1[CH2:13][CH2:12][N:11]([C:14]2[S:15][C:16]([S:31][C:25]3[CH:30]=[CH:29][CH:28]=[CH:27][CH:26]=3)=[CH:17][N:18]=2)[CH2:10][CH2:9]1)=[O:7])([CH3:4])([CH3:3])[CH3:2]. The reactants are [C:1]([O:5][C:6]([N:8]1[CH2:13][CH2:12][N:11]([C:14]2[S:15][C:16](Br)=[CH:17][N:18]=2)[CH2:10][CH2:9]1)=[O:7])([CH3:4])([CH3:3])[CH3:2].C([Li])CCC.[C:25]1([S:31][S:31][C:25]2[CH:30]=[CH:29][CH:28]=[CH:27][CH:26]=2)[CH:30]=[CH:29][CH:28]=[CH:27][CH:26]=1.C(OCC)(=O)C.CCCCCCC. The catalyst is O1CCCC1.[Cl-].[Na+].O.